This data is from Reaction yield outcomes from USPTO patents with 853,638 reactions. The task is: Predict the reaction yield, written as a fraction of the theoretical maximum amount of product (1.0 means a 100% yield; for example, 0.34 means a 34% yield). (1) The reactants are [CH2:1]([O:8][N:9]([CH2:12][C@H:13]([O:34][CH2:35][C:36]1[CH:41]=[CH:40][CH:39]=[CH:38][CH:37]=1)[C@H:14]([O:26][CH2:27][C:28]1[CH:33]=[CH:32][CH:31]=[CH:30][CH:29]=1)[C@H:15]([O:18][CH2:19][C:20]1[CH:25]=[CH:24][CH:23]=[CH:22][CH:21]=1)[CH2:16][OH:17])[CH:10]=[O:11])[C:2]1[CH:7]=[CH:6][CH:5]=[CH:4][CH:3]=1.C(N(C(C)C)[P:46]([O:55][CH2:56][C:57]1[CH:62]=[CH:61][CH:60]=[CH:59][CH:58]=1)[O:47][CH2:48][C:49]1[CH:54]=[CH:53][CH:52]=[CH:51][CH:50]=1)(C)C.N1C=NN=N1.ClC1C=C(C=CC=1)C(OO)=[O:76]. The catalyst is ClCCl.C1(C)C=CC=CC=1. The product is [CH2:19]([O:18][C@@H:15]([C@@H:14]([O:26][CH2:27][C:28]1[CH:33]=[CH:32][CH:31]=[CH:30][CH:29]=1)[C@@H:13]([O:34][CH2:35][C:36]1[CH:37]=[CH:38][CH:39]=[CH:40][CH:41]=1)[CH2:12][N:9]([O:8][CH2:1][C:2]1[CH:7]=[CH:6][CH:5]=[CH:4][CH:3]=1)[CH:10]=[O:11])[CH2:16][O:17][P:46](=[O:76])([O:47][CH2:48][C:49]1[CH:50]=[CH:51][CH:52]=[CH:53][CH:54]=1)[O:55][CH2:56][C:57]1[CH:58]=[CH:59][CH:60]=[CH:61][CH:62]=1)[C:20]1[CH:21]=[CH:22][CH:23]=[CH:24][CH:25]=1. The yield is 0.930. (2) The reactants are [N:1]([C@@H:4]([C@@H:19]([C:27]1[CH:32]=[CH:31][C:30]([Cl:33])=[CH:29][CH:28]=1)[C:20]1[CH:25]=[CH:24][CH:23]=[C:22]([F:26])[CH:21]=1)[C:5](N1[C@@H](C2C=CC=CC=2)COC1=O)=[O:6])=[N+:2]=[N-:3].[OH:34]O.[OH-].[Li+]. The catalyst is C1COCC1.O. The product is [N:1]([C@@H:4]([C@@H:19]([C:27]1[CH:28]=[CH:29][C:30]([Cl:33])=[CH:31][CH:32]=1)[C:20]1[CH:25]=[CH:24][CH:23]=[C:22]([F:26])[CH:21]=1)[C:5]([OH:6])=[O:34])=[N+:2]=[N-:3]. The yield is 0.560. (3) The reactants are [Cl:1][C:2]1[C:7]([C:8](=O)[CH3:9])=[C:6](Cl)[CH:5]=[CH:4][N:3]=1.O.[NH2:13][NH2:14]. The catalyst is CCOC(C)=O.O. The product is [Cl:1][C:2]1[C:7]2[C:8]([CH3:9])=[N:13][NH:14][C:6]=2[CH:5]=[CH:4][N:3]=1. The yield is 0.640. (4) The reactants are O[Li].[OH2:3].[NH:4]1[C:14]2[C:9](=[CH:10][CH:11]=[CH:12][CH:13]=2)[C:7](=O)[C:5]1=[O:6].C(O[CH2:19][C:20]([C:22]1[CH:27]=[CH:26][CH:25]=[CH:24][CH:23]=1)=O)(=O)C.Cl.[OH2:29]. The catalyst is COC(C)(C)C. The product is [OH:3][C:19]1[C:20]([C:22]2[CH:27]=[CH:26][CH:25]=[CH:24][CH:23]=2)=[N:4][C:14]2[C:9]([C:7]=1[C:5]([OH:6])=[O:29])=[CH:10][CH:11]=[CH:12][CH:13]=2. The yield is 0.820. (5) The reactants are [NH2:1][C:2]1[CH:7]=[CH:6][C:5]([C:8]2[O:12][C:11]([CH3:14])([CH3:13])[C:10](=[O:15])[C:9]=2[C:16]2[CH:21]=[CH:20][C:19]([O:22][CH2:23][C:24]3[CH:33]=[CH:32][C:31]4[C:26](=[CH:27][CH:28]=[CH:29][CH:30]=4)[N:25]=3)=[CH:18][CH:17]=2)=[CH:4][CH:3]=1.[CH3:34][S:35](Cl)(=[O:37])=[O:36]. The catalyst is C(Cl)Cl.O. The product is [CH3:14][C:11]1([CH3:13])[O:12][C:8]([C:5]2[CH:6]=[CH:7][C:2]([N:1]([S:35]([CH3:34])(=[O:37])=[O:36])[S:35]([CH3:34])(=[O:37])=[O:36])=[CH:3][CH:4]=2)=[C:9]([C:16]2[CH:21]=[CH:20][C:19]([O:22][CH2:23][C:24]3[CH:33]=[CH:32][C:31]4[C:26](=[CH:27][CH:28]=[CH:29][CH:30]=4)[N:25]=3)=[CH:18][CH:17]=2)[C:10]1=[O:15]. The yield is 0.300. (6) The reactants are [F:1][C:2]1[C:10]([O:11][CH2:12][C:13]2[S:14][CH:15]=[C:16]([C:18]3[CH:23]=[CH:22][C:21]([O:24]C)=[CH:20][CH:19]=3)[N:17]=2)=[CH:9][CH:8]=[C:7]([F:26])[C:3]=1[C:4]([NH2:6])=[O:5].B(Br)(Br)Br.C([O-])(O)=O.[Na+]. The catalyst is C(Cl)Cl. The product is [F:1][C:2]1[C:10]([O:11][CH2:12][C:13]2[S:14][CH:15]=[C:16]([C:18]3[CH:23]=[CH:22][C:21]([OH:24])=[CH:20][CH:19]=3)[N:17]=2)=[CH:9][CH:8]=[C:7]([F:26])[C:3]=1[C:4]([NH2:6])=[O:5]. The yield is 0.310.